Dataset: Full USPTO retrosynthesis dataset with 1.9M reactions from patents (1976-2016). Task: Predict the reactants needed to synthesize the given product. Given the product [Cl:46][C:22]1[C:23]([NH:25][C:26]2[CH:27]=[CH:28][C:29]([N:37]3[CH2:38][CH2:39][N:40]([CH:43]([CH3:45])[CH3:44])[CH2:41][CH2:42]3)=[C:30]3[C:34]=2[C:33](=[O:35])[N:32]([CH3:36])[CH2:31]3)=[N:24][C:19]([NH:1][C:2]2[C:15]([O:16][CH3:17])=[CH:14][C:5]3[CH2:6][CH2:7][N:8]([CH2:11][CH2:12][OH:13])[CH2:9][CH2:10][C:4]=3[CH:3]=2)=[N:20][CH:21]=1, predict the reactants needed to synthesize it. The reactants are: [NH2:1][C:2]1[C:15]([O:16][CH3:17])=[CH:14][C:5]2[CH2:6][CH2:7][N:8]([CH2:11][CH2:12][OH:13])[CH2:9][CH2:10][C:4]=2[CH:3]=1.Cl[C:19]1[N:24]=[C:23]([NH:25][C:26]2[CH:27]=[CH:28][C:29]([N:37]3[CH2:42][CH2:41][N:40]([CH:43]([CH3:45])[CH3:44])[CH2:39][CH2:38]3)=[C:30]3[C:34]=2[C:33](=[O:35])[N:32]([CH3:36])[CH2:31]3)[C:22]([Cl:46])=[CH:21][N:20]=1.